Predict the reaction yield, written as a fraction of the theoretical maximum amount of product (1.0 means a 100% yield; for example, 0.34 means a 34% yield). From a dataset of Reaction yield outcomes from USPTO patents with 853,638 reactions. The reactants are Br[C:2]1[N:10]2[C:5]([C:6]3([CH2:19][CH2:18][N:17]([C:20]([O:22][C:23]([CH3:26])([CH3:25])[CH3:24])=[O:21])[CH2:16][CH2:15]3)[O:7][C:8]3[CH:14]=[CH:13][CH:12]=[CH:11][C:9]=32)=[CH:4][CH:3]=1.C(Cl)(Cl)Cl.C(P(C(C)(C)C)C(C)(C)C)(C)(C)C.[CH:44]([O:46]CCCC)=[CH2:45].C1(N(C)C2CCCCC2)CCCCC1.Cl. The catalyst is O1CCOCC1.C1C=CC(/C=C/C(/C=C/C2C=CC=CC=2)=O)=CC=1.C1C=CC(/C=C/C(/C=C/C2C=CC=CC=2)=O)=CC=1.C1C=CC(/C=C/C(/C=C/C2C=CC=CC=2)=O)=CC=1.[Pd].[Pd].O. The product is [C:44]([C:2]1[N:10]2[C:5]([C:6]3([CH2:15][CH2:16][N:17]([C:20]([O:22][C:23]([CH3:25])([CH3:26])[CH3:24])=[O:21])[CH2:18][CH2:19]3)[O:7][C:8]3[CH:14]=[CH:13][CH:12]=[CH:11][C:9]=32)=[CH:4][CH:3]=1)(=[O:46])[CH3:45]. The yield is 0.610.